Dataset: NCI-60 drug combinations with 297,098 pairs across 59 cell lines. Task: Regression. Given two drug SMILES strings and cell line genomic features, predict the synergy score measuring deviation from expected non-interaction effect. (1) Synergy scores: CSS=26.3, Synergy_ZIP=-4.47, Synergy_Bliss=0.138, Synergy_Loewe=-12.9, Synergy_HSA=-0.846. Drug 1: C1C(C(OC1N2C=C(C(=O)NC2=O)F)CO)O. Cell line: A549. Drug 2: C1=NC(=NC(=O)N1C2C(C(C(O2)CO)O)O)N. (2) Drug 1: CC(C1=C(C=CC(=C1Cl)F)Cl)OC2=C(N=CC(=C2)C3=CN(N=C3)C4CCNCC4)N. Drug 2: C1=CC(=CC=C1C#N)C(C2=CC=C(C=C2)C#N)N3C=NC=N3. Cell line: SK-MEL-5. Synergy scores: CSS=-1.06, Synergy_ZIP=5.71, Synergy_Bliss=7.67, Synergy_Loewe=2.99, Synergy_HSA=2.05. (3) Drug 1: CC12CCC3C(C1CCC2O)C(CC4=C3C=CC(=C4)O)CCCCCCCCCS(=O)CCCC(C(F)(F)F)(F)F. Drug 2: C1CNP(=O)(OC1)N(CCCl)CCCl. Cell line: A498. Synergy scores: CSS=-2.26, Synergy_ZIP=1.44, Synergy_Bliss=-0.203, Synergy_Loewe=-3.34, Synergy_HSA=-3.34. (4) Drug 2: CNC(=O)C1=NC=CC(=C1)OC2=CC=C(C=C2)NC(=O)NC3=CC(=C(C=C3)Cl)C(F)(F)F. Synergy scores: CSS=15.8, Synergy_ZIP=-24.6, Synergy_Bliss=-47.7, Synergy_Loewe=-39.0, Synergy_HSA=-39.2. Drug 1: C1CN1C2=NC(=NC(=N2)N3CC3)N4CC4. Cell line: U251.